Dataset: Forward reaction prediction with 1.9M reactions from USPTO patents (1976-2016). Task: Predict the product of the given reaction. (1) Given the reactants [S:1]1[C:5]2[CH:6]=[CH:7][CH:8]=[CH:9][C:4]=2[N:3]=[C:2]1[CH2:10][C:11]#[N:12].C([Li])CCC.O=[C:19]1[CH2:25][CH2:24][CH2:23][N:22]([C:26]([O:28][C:29]([CH3:32])([CH3:31])[CH3:30])=[O:27])[CH2:21][CH2:20]1, predict the reaction product. The product is: [S:1]1[C:5]2[CH:6]=[CH:7][CH:8]=[CH:9][C:4]=2[N:3]=[C:2]1[C:10]([C:11]#[N:12])=[C:19]1[CH2:25][CH2:24][CH2:23][N:22]([C:26]([O:28][C:29]([CH3:32])([CH3:31])[CH3:30])=[O:27])[CH2:21][CH2:20]1. (2) Given the reactants I[C:2]1[N:3]=[CH:4][NH:5][CH:6]=1.[C:7]([O:13][CH2:14][C:15]1[CH:20]=[CH:19][CH:18]=[CH:17][CH:16]=1)(=[O:12])[CH2:8][CH2:9][C:10]#[CH:11].C(N(CC)CC)C, predict the reaction product. The product is: [NH:3]1[C:2]([C:11]#[C:10][CH2:9][CH2:8][C:7]([O:13][CH2:14][C:15]2[CH:20]=[CH:19][CH:18]=[CH:17][CH:16]=2)=[O:12])=[CH:6][N:5]=[CH:4]1.